This data is from Catalyst prediction with 721,799 reactions and 888 catalyst types from USPTO. The task is: Predict which catalyst facilitates the given reaction. Reactant: [NH2:1][CH:2]([CH2:5][C:6]1[CH:11]=[CH:10][CH:9]=[CH:8][C:7]=1[F:12])[C:3]#[N:4].[NH:13]=[C:14](SC)[C:15]([O:17][CH2:18][CH3:19])=[O:16]. Product: [NH2:4][C:3]1[NH:13][C:14]([C:15]([O:17][CH2:18][CH3:19])=[O:16])=[N:1][C:2]=1[CH2:5][C:6]1[CH:11]=[CH:10][CH:9]=[CH:8][C:7]=1[F:12]. The catalyst class is: 12.